This data is from Forward reaction prediction with 1.9M reactions from USPTO patents (1976-2016). The task is: Predict the product of the given reaction. Given the reactants [F:1][C:2]1[CH:7]=[CH:6][C:5]([C:8]2[N:9]=[CH:10][N:11]3[C:20]=2[CH:19]=[C:18]2[C@@:13]([CH3:32])([C@@H:14]([CH:21]([OH:31])[C:22]4[S:26][C:25]([C:27]([O:29][CH3:30])=[O:28])=[CH:24][CH:23]=4)[CH2:15][CH2:16][CH2:17]2)[CH2:12]3)=[CH:4][CH:3]=1.N1C=CC=CC=1.CC(OI1(OC(C)=O)(OC(C)=O)OC(=O)C2C=CC=CC1=2)=O, predict the reaction product. The product is: [F:1][C:2]1[CH:7]=[CH:6][C:5]([C:8]2[N:9]=[CH:10][N:11]3[C:20]=2[CH:19]=[C:18]2[C@@:13]([CH3:32])([C@@H:14]([C:21]([C:22]4[S:26][C:25]([C:27]([O:29][CH3:30])=[O:28])=[CH:24][CH:23]=4)=[O:31])[CH2:15][CH2:16][CH2:17]2)[CH2:12]3)=[CH:4][CH:3]=1.